This data is from Full USPTO retrosynthesis dataset with 1.9M reactions from patents (1976-2016). The task is: Predict the reactants needed to synthesize the given product. Given the product [ClH:1].[Cl:1][C:2]1[CH:7]=[CH:6][C:5]([F:8])=[CH:4][C:3]=1[CH:9]1[CH2:14][CH2:13][N:12]([C:15]([C:17]2[C:25]3[CH2:24][CH2:23][NH:22][CH2:21][C:20]=3[NH:19][N:18]=2)=[O:16])[CH2:11][CH2:10]1, predict the reactants needed to synthesize it. The reactants are: [Cl:1][C:2]1[CH:7]=[CH:6][C:5]([F:8])=[CH:4][C:3]=1[CH:9]1[CH2:14][CH2:13][N:12]([C:15]([C:17]2[C:25]3[CH2:24][CH2:23][N:22](C(OC(C)(C)C)=O)[CH2:21][C:20]=3[NH:19][N:18]=2)=[O:16])[CH2:11][CH2:10]1.Cl.